From a dataset of Full USPTO retrosynthesis dataset with 1.9M reactions from patents (1976-2016). Predict the reactants needed to synthesize the given product. The reactants are: [N:1]1[CH:6]=[CH:5][CH:4]=[C:3]([NH:7][C:8](=[O:14])[O:9][C:10]([CH3:13])([CH3:12])[CH3:11])[CH:2]=1.C([Li])(C)(C)C.[CH2:20]1[O:22][CH2:21]1.[Cl-].[NH4+]. Given the product [OH:22][CH2:21][CH2:20][C:4]1[CH:5]=[CH:6][N:1]=[CH:2][C:3]=1[NH:7][C:8](=[O:14])[O:9][C:10]([CH3:11])([CH3:13])[CH3:12], predict the reactants needed to synthesize it.